This data is from Forward reaction prediction with 1.9M reactions from USPTO patents (1976-2016). The task is: Predict the product of the given reaction. (1) The product is: [Cl:1][C:2]1[CH:3]=[CH:4][C:5]([O:6][C:7]2[CH:12]=[CH:11][CH:10]=[CH:9][C:8]=2[NH:13][CH:14]([C:15]2[CH:20]=[CH:19][CH:18]=[CH:17][C:16]=2[NH:21][C:22](=[O:24])[CH3:23])[CH2:27][C:28]2[CH:33]=[CH:32][CH:31]=[CH:30][CH:29]=2)=[CH:25][CH:26]=1. Given the reactants [Cl:1][C:2]1[CH:26]=[CH:25][C:5]([O:6][C:7]2[CH:12]=[CH:11][CH:10]=[CH:9][C:8]=2[N:13]=[CH:14][C:15]2[CH:20]=[CH:19][CH:18]=[CH:17][C:16]=2[NH:21][C:22](=[O:24])[CH3:23])=[CH:4][CH:3]=1.[CH2:27]([Mg]Br)[C:28]1[CH:33]=[CH:32][CH:31]=[CH:30][CH:29]=1, predict the reaction product. (2) Given the reactants [CH2:1]([O:3][C:4]([C:6]1[N:7]=[C:8]([CH2:11]Br)[S:9][CH:10]=1)=[O:5])[CH3:2].[F:13][C:14]1[C:19]([F:20])=[CH:18][C:17]([C:21]2[CH:26]=[CH:25][C:24]([OH:27])=[CH:23][CH:22]=2)=[C:16]([O:28][CH3:29])[CH:15]=1.C(=O)([O-])[O-].[K+].[K+].[I-].[K+], predict the reaction product. The product is: [CH2:1]([O:3][C:4]([C:6]1[N:7]=[C:8]([CH2:11][O:27][C:24]2[CH:23]=[CH:22][C:21]([C:17]3[CH:18]=[C:19]([F:20])[C:14]([F:13])=[CH:15][C:16]=3[O:28][CH3:29])=[CH:26][CH:25]=2)[S:9][CH:10]=1)=[O:5])[CH3:2]. (3) Given the reactants [CH2:1]([CH:3]([O:6][C:7]1[C:16]2[NH:15][C:14](=O)[CH2:13][N:12]([C:18]3[C:23]([CH3:24])=[CH:22][C:21]([CH3:25])=[CH:20][C:19]=3[CH3:26])[C:11]=2[N:10]=[C:9]([CH3:27])[CH:8]=1)[CH2:4][CH3:5])[CH3:2].CSC.B, predict the reaction product. The product is: [CH2:1]([CH:3]([O:6][C:7]1[C:16]2[NH:15][CH2:14][CH2:13][N:12]([C:18]3[C:23]([CH3:24])=[CH:22][C:21]([CH3:25])=[CH:20][C:19]=3[CH3:26])[C:11]=2[N:10]=[C:9]([CH3:27])[CH:8]=1)[CH2:4][CH3:5])[CH3:2]. (4) Given the reactants [C:1]1([C:36]2[CH:41]=[CH:40][CH:39]=[CH:38][CH:37]=2)[CH:6]=[CH:5][C:4]([C:7]2([N:16]3[CH2:21][CH2:20][N:19]([C:22]4[CH:27]=[CH:26][C:25]([NH:28][C:29](=[O:35])[CH2:30][CH2:31][C:32](O)=[O:33])=[CH:24][CH:23]=4)[CH2:18][CH2:17]3)[C:12](=[O:13])[NH:11][C:10](=[O:14])[NH:9][C:8]2=[O:15])=[CH:3][CH:2]=1.C(N1C=CN=C1)(N1C=CN=C1)=O.C(N(CC)CC)C, predict the reaction product. The product is: [C:1]1([C:36]2[CH:37]=[CH:38][CH:39]=[CH:40][CH:41]=2)[CH:6]=[CH:5][C:4]([C:7]2([N:16]3[CH2:17][CH2:18][N:19]([C:22]4[CH:27]=[CH:26][C:25]([N:28]5[C:32](=[O:33])[CH2:31][CH2:30][C:29]5=[O:35])=[CH:24][CH:23]=4)[CH2:20][CH2:21]3)[C:12](=[O:13])[NH:11][C:10](=[O:14])[NH:9][C:8]2=[O:15])=[CH:3][CH:2]=1. (5) The product is: [NH2:1][CH2:2][CH2:3][CH2:4][CH2:5][CH2:6][CH2:7][O:8][C:9]1[CH:10]=[CH:11][C:12]([CH2:13][NH:14][C:15]2[N:20]=[C:19]([O:21][CH2:22][C:23]([F:26])([F:25])[F:24])[N:18]=[C:17]([NH:27][C:28]3[CH:29]=[CH:30][C:31]([C:32]([NH:34][CH:35]([CH:40]4[CH2:45][CH2:44][CH2:43][NH:42][CH2:41]4)[C:36]([OH:38])=[O:37])=[O:33])=[CH:46][CH:47]=3)[N:16]=2)=[CH:48][CH:49]=1. Given the reactants [NH2:1][CH2:2][CH2:3][CH2:4][CH2:5][CH2:6][CH2:7][O:8][C:9]1[CH:49]=[CH:48][C:12]([CH2:13][NH:14][C:15]2[N:20]=[C:19]([O:21][CH2:22][C:23]([F:26])([F:25])[F:24])[N:18]=[C:17]([NH:27][C:28]3[CH:47]=[CH:46][C:31]([C:32]([NH:34][CH:35]([CH:40]4[CH2:45][CH2:44][CH2:43][NH:42][CH2:41]4)[C:36]([O:38]C)=[O:37])=[O:33])=[CH:30][CH:29]=3)[N:16]=2)=[CH:11][CH:10]=1.C([O-])([O-])=O.[K+].[K+].O.Cl, predict the reaction product. (6) Given the reactants [F:1][C:2]1[C:3]([O:20][CH2:21][C:22]2[CH:23]=[N:24][CH:25]=[C:26]([C:28]([F:31])([F:30])[F:29])[CH:27]=2)=[CH:4][C:5]([CH2:8][N:9]2C(=O)C3C(=CC=CC=3)C2=O)=[N:6][CH:7]=1.O.NN, predict the reaction product. The product is: [F:1][C:2]1[C:3]([O:20][CH2:21][C:22]2[CH:23]=[N:24][CH:25]=[C:26]([C:28]([F:31])([F:29])[F:30])[CH:27]=2)=[CH:4][C:5]([CH2:8][NH2:9])=[N:6][CH:7]=1. (7) Given the reactants FC(F)(F)C1N=C(S(C(F)(F)F)(=O)=O)NN=1.[C:17]1([O:23][CH3:24])[CH:22]=[CH:21][CH:20]=[CH:19][CH:18]=1.[C:25](OC(=O)C)(=[O:27])[CH3:26].S([O-])([O-])(=O)=O.[Mg+2], predict the reaction product. The product is: [CH3:24][O:23][C:17]1[CH:22]=[CH:21][C:20]([C:25](=[O:27])[CH3:26])=[CH:19][CH:18]=1. (8) Given the reactants [CH3:1][O:2][C:3]1[C:21]([N+:22]([O-:24])=[O:23])=[CH:20][C:6]2[N:7]([CH3:19])[C:8](=[O:18])[CH2:9][N:10](C(=O)C(F)(F)F)[CH2:11][C:5]=2[CH:4]=1.N, predict the reaction product. The product is: [CH3:1][O:2][C:3]1[C:21]([N+:22]([O-:24])=[O:23])=[CH:20][C:6]2[N:7]([CH3:19])[C:8](=[O:18])[CH2:9][NH:10][CH2:11][C:5]=2[CH:4]=1.